Dataset: KCNQ2 potassium channel screen with 302,405 compounds. Task: Binary Classification. Given a drug SMILES string, predict its activity (active/inactive) in a high-throughput screening assay against a specified biological target. The result is 0 (inactive). The molecule is O(c1ccc(CNC(=O)Nc2ccccc2)cc1)C.